This data is from TCR-epitope binding with 47,182 pairs between 192 epitopes and 23,139 TCRs. The task is: Binary Classification. Given a T-cell receptor sequence (or CDR3 region) and an epitope sequence, predict whether binding occurs between them. (1) The epitope is FPRPWLHGL. The TCR CDR3 sequence is CASSYSGGALETQYF. Result: 0 (the TCR does not bind to the epitope). (2) The epitope is LVLSVNPYV. The TCR CDR3 sequence is CASSLPSSWNYGYTF. Result: 0 (the TCR does not bind to the epitope). (3) The epitope is FVDGVPFVV. The TCR CDR3 sequence is CASSYSAGDPYNEQFF. Result: 1 (the TCR binds to the epitope). (4) The epitope is LLMPILTLT. The TCR CDR3 sequence is CASSPFRFSGELFF. Result: 0 (the TCR does not bind to the epitope). (5) The epitope is HTTDPSFLGRY. The TCR CDR3 sequence is CASSLAGQDAYEQYF. Result: 1 (the TCR binds to the epitope). (6) The epitope is QIKVRVKMV. The TCR CDR3 sequence is CASSLGWEYNEQFF. Result: 1 (the TCR binds to the epitope).